Dataset: NCI-60 drug combinations with 297,098 pairs across 59 cell lines. Task: Regression. Given two drug SMILES strings and cell line genomic features, predict the synergy score measuring deviation from expected non-interaction effect. Drug 1: CC(C1=C(C=CC(=C1Cl)F)Cl)OC2=C(N=CC(=C2)C3=CN(N=C3)C4CCNCC4)N. Drug 2: C1CCC(CC1)NC(=O)N(CCCl)N=O. Cell line: SF-539. Synergy scores: CSS=15.2, Synergy_ZIP=-9.22, Synergy_Bliss=-2.13, Synergy_Loewe=-3.17, Synergy_HSA=-2.09.